This data is from Full USPTO retrosynthesis dataset with 1.9M reactions from patents (1976-2016). The task is: Predict the reactants needed to synthesize the given product. (1) Given the product [C:1]([N:4]1[C:12]2[C:7](=[CH:8][CH:9]=[CH:10][CH:11]=2)[C:6](=[C:13]([Cl:23])[C:14]2[CH:18]=[C:17]([CH3:19])[O:16][N:15]=2)[C:5]1=[O:21])(=[O:3])[CH3:2], predict the reactants needed to synthesize it. The reactants are: [C:1]([N:4]1[C:12]2[C:7](=[CH:8][CH:9]=[CH:10][CH:11]=2)[C:6](=[C:13](O)[C:14]2[CH:18]=[C:17]([CH3:19])[O:16][N:15]=2)[C:5]1=[O:21])(=[O:3])[CH3:2].C(Cl)(Cl)(Cl)[Cl:23].C1(P(C2C=CC=CC=2)C2C=CC=CC=2)C=CC=CC=1. (2) Given the product [CH2:1]([O:8][C@@H:9]1[C@@H:14]([O:15][CH2:16][C:17]2[CH:18]=[CH:19][CH:20]=[CH:21][CH:22]=2)[C@H:13]([O:23][CH2:24][C:25]2[CH:30]=[CH:29][CH:28]=[CH:27][CH:26]=2)[C@@H:12]([CH2:31][O:32][CH2:33][C:34]2[CH:39]=[CH:38][CH:37]=[CH:36][CH:35]=2)[O:11][C@:10]21[C:48]1[C:43](=[CH:44][C:45]([Cl:58])=[C:46]([CH2:49][C:50]3[CH:55]=[CH:54][C:53]([CH2:56][CH3:57])=[CH:52][CH:51]=3)[CH:47]=1)[O:42][CH:41]([CH3:60])[CH2:40]2)[C:2]1[CH:7]=[CH:6][CH:5]=[CH:4][CH:3]=1, predict the reactants needed to synthesize it. The reactants are: [CH2:1]([O:8][C@@H:9]1[C@@H:14]([O:15][CH2:16][C:17]2[CH:22]=[CH:21][CH:20]=[CH:19][CH:18]=2)[C@H:13]([O:23][CH2:24][C:25]2[CH:30]=[CH:29][CH:28]=[CH:27][CH:26]=2)[C@@H:12]([CH2:31][O:32][CH2:33][C:34]2[CH:39]=[CH:38][CH:37]=[CH:36][CH:35]=2)[O:11][C@:10]21[C:48]1[C:43](=[CH:44][C:45]([Cl:58])=[C:46]([CH2:49][C:50]3[CH:55]=[CH:54][C:53]([CH2:56][CH3:57])=[CH:52][CH:51]=3)[CH:47]=1)[O:42][C:41]([CH3:60])(O)[CH2:40]2)[C:2]1[CH:7]=[CH:6][CH:5]=[CH:4][CH:3]=1.FC1C(B(C2C(F)=C(F)C(F)=C(F)C=2F)C2C(F)=C(F)C(F)=C(F)C=2F)=C(F)C(F)=C(F)C=1F.C([SiH3])CCC.CCOC(C)=O.